The task is: Predict the product of the given reaction.. This data is from Forward reaction prediction with 1.9M reactions from USPTO patents (1976-2016). (1) Given the reactants [Cl:1][C:2]1[C:3]([O:26][C:27]2[CH:32]=[CH:31][CH:30]=[CH:29][C:28]=2[N+:33]([O-])=O)=[N:4][C:5]([NH:8][C:9]2[CH:14]=[CH:13][C:12]([N:15]3[CH2:20][CH2:19][N:18]([C:21](=[O:23])[CH3:22])[CH2:17][CH2:16]3)=[CH:11][C:10]=2[O:24][CH3:25])=[N:6][CH:7]=1.O.[Cl-].[NH4+].CO, predict the reaction product. The product is: [NH2:33][C:28]1[CH:29]=[CH:30][CH:31]=[CH:32][C:27]=1[O:26][C:3]1[C:2]([Cl:1])=[CH:7][N:6]=[C:5]([NH:8][C:9]2[CH:14]=[CH:13][C:12]([N:15]3[CH2:20][CH2:19][N:18]([C:21](=[O:23])[CH3:22])[CH2:17][CH2:16]3)=[CH:11][C:10]=2[O:24][CH3:25])[N:4]=1. (2) Given the reactants [CH2:1]([C:5]1[CH:6]=[C:7]2[C:12](=[C:13]([O:15][C@@H:16]3[CH2:20][CH2:19][NH:18][CH2:17]3)[CH:14]=1)[N:11]=[CH:10][CH:9]=[CH:8]2)[CH2:2][CH2:3][CH3:4].[CH3:21][C:22]([S:25]([CH2:28][CH2:29][CH2:30]Br)(=[O:27])=[O:26])([CH3:24])[CH3:23].CC(S(CCC[Cl:42])(=O)=O)(C)C.[I-].[Na+].C(=O)([O-])[O-].[K+].[K+].[ClH:51], predict the reaction product. The product is: [ClH:42].[ClH:51].[CH2:1]([C:5]1[CH:6]=[C:7]2[C:12](=[C:13]([O:15][C@@H:16]3[CH2:20][CH2:19][N:18]([CH2:30][CH2:29][CH2:28][S:25]([C:22]([CH3:24])([CH3:23])[CH3:21])(=[O:27])=[O:26])[CH2:17]3)[CH:14]=1)[N:11]=[CH:10][CH:9]=[CH:8]2)[CH2:2][CH2:3][CH3:4]. (3) Given the reactants [F:1][C:2]([F:7])([F:6])[CH:3]([OH:5])[CH3:4].[Cl:8][C:9](Cl)([O:11]C(=O)OC(Cl)(Cl)Cl)Cl.N1C=CC=CC=1, predict the reaction product. The product is: [Cl:8][C:9]([O:5][CH:3]([CH3:4])[C:2]([F:7])([F:6])[F:1])=[O:11].